From a dataset of Full USPTO retrosynthesis dataset with 1.9M reactions from patents (1976-2016). Predict the reactants needed to synthesize the given product. (1) Given the product [F:1][C:2]1[CH:18]=[CH:17][C:5]2[N:6]3[CH:11]=[C:10]([CH2:12][OH:13])[N:9]=[C:7]3[S:8][C:4]=2[CH:3]=1, predict the reactants needed to synthesize it. The reactants are: [F:1][C:2]1[CH:18]=[CH:17][C:5]2[N:6]3[CH:11]=[C:10]([C:12](OCC)=[O:13])[N:9]=[C:7]3[S:8][C:4]=2[CH:3]=1.[Li+].[BH4-].C([O-])([O-])=O.[K+].[K+]. (2) Given the product [F:41][C:42]([F:52])([F:53])[O:43][C:44]1[CH:51]=[CH:50][C:47]([CH2:48][NH:49][C:27]([N:24]2[CH2:25][CH2:26][N:21]([C:18]3[CH:19]=[CH:20][C:15]([O:14][CH2:13][C@:2]4([CH3:1])[O:6][C:5]5=[N:7][C:8]([N+:10]([O-:12])=[O:11])=[CH:9][N:4]5[CH2:3]4)=[CH:16][CH:17]=3)[CH2:22][CH2:23]2)=[O:28])=[CH:46][CH:45]=1, predict the reactants needed to synthesize it. The reactants are: [CH3:1][C@@:2]1([CH2:13][O:14][C:15]2[CH:20]=[CH:19][C:18]([N:21]3[CH2:26][CH2:25][N:24]([C:27](OC(C)(C)C)=[O:28])[CH2:23][CH2:22]3)=[CH:17][CH:16]=2)[O:6][C:5]2=[N:7][C:8]([N+:10]([O-:12])=[O:11])=[CH:9][N:4]2[CH2:3]1.FC(F)(F)C(O)=O.[F:41][C:42]([F:53])([F:52])[O:43][C:44]1[CH:51]=[CH:50][C:47]([CH2:48][NH2:49])=[CH:46][CH:45]=1.C(N1C=CN=C1)(N1C=CN=C1)=O. (3) Given the product [C:12]1([O:11][C:9](=[O:10])[NH:1][C:2]2[CH:7]=[N:6][CH:5]=[CH:4][N:3]=2)[CH:17]=[CH:16][CH:15]=[CH:14][CH:13]=1, predict the reactants needed to synthesize it. The reactants are: [NH2:1][C:2]1[CH:7]=[N:6][CH:5]=[CH:4][N:3]=1.Cl[C:9]([O:11][C:12]1[CH:17]=[CH:16][CH:15]=[CH:14][CH:13]=1)=[O:10]. (4) Given the product [Cl:19][C:5]1[C:6]([NH:8][C@@H:9]([C:11]2[CH:16]=[CH:15][CH:14]=[C:13]([O:17][CH3:18])[CH:12]=2)[CH3:10])=[N:7][C:2]([NH:20][C:21]2[CH:22]=[C:23]([CH2:24][OH:25])[CH:26]=[CH:27][CH:28]=2)=[N:3][CH:4]=1, predict the reactants needed to synthesize it. The reactants are: Cl[C:2]1[N:7]=[C:6]([NH:8][C@@H:9]([C:11]2[CH:16]=[CH:15][CH:14]=[C:13]([O:17][CH3:18])[CH:12]=2)[CH3:10])[C:5]([Cl:19])=[CH:4][N:3]=1.[NH2:20][C:21]1[CH:22]=[C:23]([CH:26]=[CH:27][CH:28]=1)[CH2:24][OH:25].O.C1(C)C=CC(S(O)(=O)=O)=CC=1.C([O-])(O)=O.[Na+].